This data is from Forward reaction prediction with 1.9M reactions from USPTO patents (1976-2016). The task is: Predict the product of the given reaction. (1) Given the reactants [NH2:1][C:2]1[CH:7]=[CH:6][C:5]([C:8]2[NH:13][C:12](=[O:14])[N:11]=[C:10]([C:15]3[CH:16]=[C:17]4[C:21](=[CH:22][CH:23]=3)[NH:20][N:19]=[C:18]4[CH3:24])[CH:9]=2)=[C:4]([CH3:25])[CH:3]=1.[CH:26]([CH:28]1[CH2:33][CH2:32][N:31]([C:34]([O:36][C:37]([CH3:40])([CH3:39])[CH3:38])=[O:35])[CH2:30][CH2:29]1)=O.[BH-](OC(C)=O)(OC(C)=O)OC(C)=O.[Na+].C(O)(=O)C, predict the reaction product. The product is: [CH3:25][C:4]1[CH:3]=[C:2]([NH:1][CH2:26][CH:28]2[CH2:33][CH2:32][N:31]([C:34]([O:36][C:37]([CH3:38])([CH3:40])[CH3:39])=[O:35])[CH2:30][CH2:29]2)[CH:7]=[CH:6][C:5]=1[C:8]1[NH:13][C:12](=[O:14])[N:11]=[C:10]([C:15]2[CH:16]=[C:17]3[C:21](=[CH:22][CH:23]=2)[NH:20][N:19]=[C:18]3[CH3:24])[CH:9]=1. (2) Given the reactants [CH2:1]([O:8][N:9]1[C:15](=[O:16])[N:14]2[CH2:17][C@H:10]1[C:11]([CH2:21][CH2:22][N+:23]([O-])=O)=[CH:12][C@H:13]2[C:18]([NH2:20])=[O:19])[C:2]1[CH:7]=[CH:6][CH:5]=[CH:4][CH:3]=1.[C:26](O)(=[O:28])[CH3:27].CCN(C(C)C)C(C)C.C(OC(=O)C)(=O)C, predict the reaction product. The product is: [C:26]([NH:23][CH2:22][CH2:21][C:11]1[C@@H:10]2[CH2:17][N:14]([C:15](=[O:16])[N:9]2[O:8][CH2:1][C:2]2[CH:7]=[CH:6][CH:5]=[CH:4][CH:3]=2)[C@H:13]([C:18]([NH2:20])=[O:19])[CH:12]=1)(=[O:28])[CH3:27]. (3) Given the reactants [CH2:1]([N:8]1[CH2:13][CH2:12][NH:11][CH2:10][CH2:9]1)[C:2]1[CH:7]=[CH:6][CH:5]=[CH:4][CH:3]=1.CCN(CC)CC.Cl[C:22]([O:24][CH2:25][CH2:26][CH2:27][CH3:28])=[O:23].O, predict the reaction product. The product is: [CH2:25]([O:24][C:22]([N:11]1[CH2:12][CH2:13][N:8]([CH2:1][C:2]2[CH:3]=[CH:4][CH:5]=[CH:6][CH:7]=2)[CH2:9][CH2:10]1)=[O:23])[CH2:26][CH2:27][CH3:28].